The task is: Predict the reaction yield, written as a fraction of the theoretical maximum amount of product (1.0 means a 100% yield; for example, 0.34 means a 34% yield).. This data is from Reaction yield outcomes from USPTO patents with 853,638 reactions. (1) The reactants are [NH2:1][C:2]1[CH:22]=[CH:21][C:5]([C:6]([NH:8][CH:9]([CH3:20])[C:10]([N:12]2[CH2:16][CH2:15][CH2:14][CH:13]2[C:17]([OH:19])=O)=[O:11])=[O:7])=[CH:4][C:3]=1[Cl:23].C(OC(=O)[NH:29][CH:30]1[CH2:34][C:33](=[O:35])[O:32][CH:31]1[O:36][CH:37]([CH3:39])[CH3:38])C=C.O=C1OC(OCCC2C=CC=CC=2)C(NC(C2CCCN2C(=O)C(NC(=O)C2C=CC(N)=C(Cl)C=2)C)=O)C1. No catalyst specified. The product is [CH:37]([O:36][CH:31]1[CH:30]([NH:29][C:17]([CH:13]2[CH2:14][CH2:15][CH2:16][N:12]2[C:10](=[O:11])[CH:9]([NH:8][C:6](=[O:7])[C:5]2[CH:21]=[CH:22][C:2]([NH2:1])=[C:3]([Cl:23])[CH:4]=2)[CH3:20])=[O:19])[CH2:34][C:33](=[O:35])[O:32]1)([CH3:39])[CH3:38]. The yield is 0.660. (2) The reactants are Cl[C:2]1[CH:9]=[CH:8][C:5]([CH:6]=[O:7])=[CH:4][N:3]=1.[Br:10][C:11]1[CH:16]=[CH:15][C:14]([OH:17])=[CH:13][C:12]=1[CH2:18][OH:19].C([O-])([O-])=O.[K+].[K+]. The catalyst is CN(C=O)C. The product is [Br:10][C:11]1[CH:16]=[CH:15][C:14]([O:17][C:2]2[CH:9]=[CH:8][C:5]([CH:6]=[O:7])=[CH:4][N:3]=2)=[CH:13][C:12]=1[CH2:18][OH:19]. The yield is 0.683. (3) The product is [CH:1]1([N:5]2[CH2:6][CH2:7][N:8]([C:11]([C:13]3[CH:14]=[C:15]4[C:19](=[CH:20][CH:21]=3)[N:18]([C:41]3[CH:40]=[CH:39][C:38]([N:35]5[CH2:34][CH2:33][O:32][CH2:37][CH2:36]5)=[CH:43][CH:42]=3)[C:17]([C:22]([N:24]3[CH2:25][CH2:26][C:27]([F:30])([F:31])[CH2:28][CH2:29]3)=[O:23])=[CH:16]4)=[O:12])[CH2:9][CH2:10]2)[CH2:2][CH2:3][CH2:4]1. The yield is 0.310. The catalyst is ClCCl.C([O-])(=O)C.[Cu+2].C([O-])(=O)C. The reactants are [CH:1]1([N:5]2[CH2:10][CH2:9][N:8]([C:11]([C:13]3[CH:14]=[C:15]4[C:19](=[CH:20][CH:21]=3)[NH:18][C:17]([C:22]([N:24]3[CH2:29][CH2:28][C:27]([F:31])([F:30])[CH2:26][CH2:25]3)=[O:23])=[CH:16]4)=[O:12])[CH2:7][CH2:6]2)[CH2:4][CH2:3][CH2:2]1.[O:32]1[CH2:37][CH2:36][N:35]([C:38]2[CH:43]=[CH:42][C:41](B(O)O)=[CH:40][CH:39]=2)[CH2:34][CH2:33]1.N1C=CC=CC=1. (4) The reactants are [Cl:1][C:2]1[CH:7]=[CH:6][C:5]([C:8]2[CH:12]=[C:11]([OH:13])[N:10]([C:14]3[CH:19]=[C:18]([C:20]#N)[CH:17]=[CH:16][N:15]=3)[N:9]=2)=[CH:4][CH:3]=1.[OH-:22].[Na+].Cl.[OH2:25]. The catalyst is CCO. The product is [Cl:1][C:2]1[CH:7]=[CH:6][C:5]([C:8]2[CH:12]=[C:11]([OH:13])[N:10]([C:14]3[CH:19]=[C:18]([C:20]([OH:25])=[O:22])[CH:17]=[CH:16][N:15]=3)[N:9]=2)=[CH:4][CH:3]=1. The yield is 0.750. (5) The reactants are [C:1]([O:5][C:6](=[O:29])[NH:7][C:8]([C:10]1[S:11][C:12]([S:27][CH3:28])=[C:13]([S:15]([C:18]2[CH:23]=[CH:22][CH:21]=[C:20](B(O)O)[CH:19]=2)(=[O:17])=[O:16])[CH:14]=1)=[NH:9])([CH3:4])([CH3:3])[CH3:2].I[C:31]1[C:39]2[N:38]=[CH:37][N:36]([CH2:40][O:41][CH2:42][CH2:43][Si:44]([CH3:47])([CH3:46])[CH3:45])[C:35]=2[CH:34]=[CH:33][C:32]=1[CH3:48].C([O-])([O-])=O.[Na+].[Na+].C1(C)C=CC=CC=1.O. The catalyst is CCO.C1C=CC([P]([Pd]([P](C2C=CC=CC=2)(C2C=CC=CC=2)C2C=CC=CC=2)([P](C2C=CC=CC=2)(C2C=CC=CC=2)C2C=CC=CC=2)[P](C2C=CC=CC=2)(C2C=CC=CC=2)C2C=CC=CC=2)(C2C=CC=CC=2)C2C=CC=CC=2)=CC=1. The product is [C:1]([O:5][C:6](=[O:29])[NH:7][C:8](=[NH:9])[C:10]1[S:11][C:12]([S:27][CH3:28])=[C:13]([S:15]([C:18]2[CH:23]=[CH:22][CH:21]=[C:20]([C:31]3[C:39]4[N:38]=[CH:37][N:36]([CH2:40][O:41][CH2:42][CH2:43][Si:44]([CH3:47])([CH3:46])[CH3:45])[C:35]=4[CH:34]=[CH:33][C:32]=3[CH3:48])[CH:19]=2)(=[O:17])=[O:16])[CH:14]=1)([CH3:4])([CH3:3])[CH3:2]. The yield is 0.710. (6) The reactants are [N+:1]([C:4]1[C:5]2[C:9]([CH:10]=[CH:11][CH:12]=1)=[N:8][N:7]([CH:13]1[CH2:18][CH2:17][CH2:16][CH2:15][O:14]1)[CH:6]=2)([O-])=O. The catalyst is CCOC(C)=O.[Pd]. The product is [O:14]1[CH2:15][CH2:16][CH2:17][CH2:18][CH:13]1[N:7]1[CH:6]=[C:5]2[C:9]([CH:10]=[CH:11][CH:12]=[C:4]2[NH2:1])=[N:8]1. The yield is 0.285. (7) The reactants are [Cl:1][C:2]1[CH:3]=[C:4]2[C:8](=[C:9]([C:11]([OH:13])=O)[CH:10]=1)[NH:7][CH:6]=[CH:5]2.[C:14]([C:18]1[CH:36]=[CH:35][C:21]([CH2:22][NH:23][CH2:24][CH2:25][N:26]([C:28]2[CH:33]=[CH:32][C:31]([Cl:34])=[CH:30][CH:29]=2)[CH3:27])=[CH:20][CH:19]=1)([CH3:17])([CH3:16])[CH3:15].CCN=C=NCCCN(C)C.Cl. The catalyst is C(Cl)Cl. The product is [C:14]([C:18]1[CH:36]=[CH:35][C:21]([CH2:22][N:23]([CH2:24][CH2:25][N:26]([C:28]2[CH:29]=[CH:30][C:31]([Cl:34])=[CH:32][CH:33]=2)[CH3:27])[C:11]([C:9]2[CH:10]=[C:2]([Cl:1])[CH:3]=[C:4]3[C:8]=2[NH:7][CH:6]=[CH:5]3)=[O:13])=[CH:20][CH:19]=1)([CH3:17])([CH3:15])[CH3:16]. The yield is 0.550. (8) The reactants are [CH2:1]([O:5][C:6]1[C:15]2[C:10](=[CH:11][CH:12]=[C:13]([C:16]3[S:17][C:18]([C:22](O)=[O:23])=[C:19]([CH3:21])[N:20]=3)[CH:14]=2)[C:9](=[O:25])[N:8]([CH2:26][CH:27]([CH3:29])[CH3:28])[C:7]=1[CH2:30][NH:31][C:32]([O:34][C:35]([CH3:38])([CH3:37])[CH3:36])=[O:33])[CH2:2][CH2:3][CH3:4].Cl.C[N:41](C)CCCN=C=N.[NH4+].ON1C2C=CC=CC=2N=N1.O. The catalyst is CN(C)C=O. The product is [NH2:41][C:22]([C:18]1[S:17][C:16]([C:13]2[CH:14]=[C:15]3[C:10](=[CH:11][CH:12]=2)[C:9](=[O:25])[N:8]([CH2:26][CH:27]([CH3:29])[CH3:28])[C:7]([CH2:30][NH:31][C:32](=[O:33])[O:34][C:35]([CH3:38])([CH3:37])[CH3:36])=[C:6]3[O:5][CH2:1][CH2:2][CH2:3][CH3:4])=[N:20][C:19]=1[CH3:21])=[O:23]. The yield is 0.967. (9) The reactants are [O:1]=[C:2]1[NH:8][C:7]2[C:9]([CH3:14])=[CH:10][C:11]([CH3:13])=[CH:12][C:6]=2[NH:5][CH2:4][C@@H:3]1[NH:15][C:16]([O:18][C:19]([CH3:22])([CH3:21])[CH3:20])=[O:17].C(OC(N[C@@H](CN[C:37]1[CH:42]=[C:41](C)[CH:40]=[C:39]([CH3:44])[C:38]=1N)C(O)=O)=O)(C)(C)C.CN1[CH2:52][CH2:51][O:50]CC1.C([O:57]C(Cl)=O)C(C)C. The product is [CH2:44]([O:50][C:51](=[O:57])[CH2:52][N:8]1[C:7]2[C:9]([CH3:14])=[CH:10][C:11]([CH3:13])=[CH:12][C:6]=2[NH:5][CH2:4][C@H:3]([NH:15][C:16]([O:18][C:19]([CH3:22])([CH3:21])[CH3:20])=[O:17])[C:2]1=[O:1])[C:39]1[CH:38]=[CH:37][CH:42]=[CH:41][CH:40]=1. The catalyst is C1COCC1.CCOC(C)=O. The yield is 0.680.